From a dataset of Forward reaction prediction with 1.9M reactions from USPTO patents (1976-2016). Predict the product of the given reaction. (1) The product is: [Cl:1][CH2:2][C:3]1[C:4](=[O:14])[C:5]([CH3:13])=[C:6]([CH3:12])[C:7](=[O:10])[C:8]=1[CH3:9]. Given the reactants [Cl:1][CH2:2][C:3]1[C:8]([CH3:9])=[C:7]([O:10]C)[C:6]([CH3:12])=[C:5]([CH3:13])[C:4]=1[O:14]C.C(#N)C.O=[N+]([O-])[O-].[O-][N+](=O)[O-].[O-][N+](=O)[O-].[O-][N+](=O)[O-].[O-][N+](=O)[O-].[O-][N+](=O)[O-].[Ce+4].[NH4+].[NH4+], predict the reaction product. (2) Given the reactants [Br:1][C:2]1[C:7]([CH3:8])=[CH:6][C:5]([OH:9])=[CH:4][C:3]=1[CH3:10].[CH2:20]1[CH2:25][CH2:24][CH:23](N=C=N[CH:20]2[CH2:25][CH2:24][CH2:23][CH2:22][CH2:21]2)[CH2:22][CH2:21]1, predict the reaction product. The product is: [C:20]1([C:3]#[C:4][C:5]([O:9][C:5]2[CH:6]=[C:7]([CH3:8])[C:2]([Br:1])=[C:3]([CH3:10])[CH:4]=2)=[O:9])[CH:21]=[CH:22][CH:23]=[CH:24][CH:25]=1. (3) Given the reactants [CH:1]1([NH:7][C:8]([C:10]2[N:11]([C:16]3[CH:21]=[CH:20][C:19]([OH:22])=[CH:18][CH:17]=3)[N:12]=[C:13]([CH3:15])[CH:14]=2)=[O:9])[CH2:6][CH2:5][CH2:4][CH2:3][CH2:2]1.[C:40]1(P([C:36]2[CH:41]=[CH:40][CH:39]=[CH:38]C=2)[C:40]2[CH:41]=[CH:36]C=[CH:38][CH:39]=2)[CH:41]=[CH:36]C=[CH:38][CH:39]=1.[CH3:54][CH:53]([O:52][C:50](/[N:49]=[N:49]/[C:50]([O:52][CH:53]([CH3:55])[CH3:54])=[O:51])=[O:51])[CH3:55].O1CCC[CH2:57]1, predict the reaction product. The product is: [C:53]([O:52][C:50]([N:49]1[CH2:38][CH2:39][CH:40]([O:22][C:19]2[CH:20]=[CH:21][C:16]([N:11]3[C:10]([C:8](=[O:9])[NH:7][CH:1]4[CH2:2][CH2:3][CH2:4][CH2:5][CH2:6]4)=[CH:14][C:13]([CH3:15])=[N:12]3)=[CH:17][CH:18]=2)[CH2:41][CH2:36]1)=[O:51])([CH3:55])([CH3:57])[CH3:54].